Task: Predict the reaction yield, written as a fraction of the theoretical maximum amount of product (1.0 means a 100% yield; for example, 0.34 means a 34% yield).. Dataset: Reaction yield outcomes from USPTO patents with 853,638 reactions The reactants are [Cl:1][C:2]1[C:7]([CH:8]([OH:16])[C:9]#[C:10][C:11]([O:13][CH2:14][CH3:15])=[O:12])=[CH:6][N:5]=[C:4]([S:17][CH3:18])[N:3]=1.C(N(CC)CC)C. The catalyst is O1CCOCC1. The product is [Cl:1][C:2]1[C:7]([C:8](=[O:16])[CH:9]=[CH:10][C:11]([O:13][CH2:14][CH3:15])=[O:12])=[CH:6][N:5]=[C:4]([S:17][CH3:18])[N:3]=1. The yield is 0.990.